This data is from Forward reaction prediction with 1.9M reactions from USPTO patents (1976-2016). The task is: Predict the product of the given reaction. Given the reactants [C:1]([N:4]([CH3:32])[CH2:5][CH2:6][N:7]1[C:16]2[C:11](=[N:12][CH:13]=[C:14]([CH2:17][C:18]3[CH:23]=[CH:22][C:21]([F:24])=[CH:20][CH:19]=3)[CH:15]=2)[C:10]([OH:25])=[C:9]([C:26](OCC)=[O:27])[C:8]1=[O:31])(=[O:3])[CH3:2].[NH2:33][C@H:34]([CH3:37])[CH2:35][OH:36], predict the reaction product. The product is: [C:1]([N:4]([CH3:32])[CH2:5][CH2:6][N:7]1[C:16]2[C:11](=[N:12][CH:13]=[C:14]([CH2:17][C:18]3[CH:23]=[CH:22][C:21]([F:24])=[CH:20][CH:19]=3)[CH:15]=2)[C:10]([OH:25])=[C:9]([C:26]([NH:33][C@H:34]([CH3:37])[CH2:35][OH:36])=[O:27])[C:8]1=[O:31])(=[O:3])[CH3:2].